This data is from Reaction yield outcomes from USPTO patents with 853,638 reactions. The task is: Predict the reaction yield, written as a fraction of the theoretical maximum amount of product (1.0 means a 100% yield; for example, 0.34 means a 34% yield). (1) The product is [CH3:14][C:13]1[CH:15]=[CH:16][C:10]([S:7]([O:6][CH2:1][CH2:2][CH2:3][C:4]#[CH:5])(=[O:9])=[O:8])=[CH:11][CH:12]=1. The yield is 0.740. The catalyst is CN(C1C=CN=CC=1)C. The reactants are [CH2:1]([OH:6])[CH2:2][CH2:3][C:4]#[CH:5].[S:7](Cl)([C:10]1[CH:16]=[CH:15][C:13]([CH3:14])=[CH:12][CH:11]=1)(=[O:9])=[O:8].CCN(CC)CC. (2) The reactants are Br[C:2]1[CH:7]=[CH:6][C:5]([N:8]2[C:12]([CH2:13][C@@H:14]3[CH2:18][CH2:17][N:16]([C:19]([CH:21]4[CH2:23][CH2:22]4)=[O:20])[CH2:15]3)=[N:11][NH:10][C:9]2=[O:24])=[C:4]([F:25])[CH:3]=1.[F:26][C:27]1[CH:32]=[CH:31][C:30](B(O)O)=[CH:29][CH:28]=1.C(=O)([O-])[O-].[K+].[K+]. The catalyst is O1CCOCC1.C1C=CC(P(C2C=CC=CC=2)[C-]2C=CC=C2)=CC=1.C1C=CC(P(C2C=CC=CC=2)[C-]2C=CC=C2)=CC=1.Cl[Pd]Cl.[Fe+2].ClCCl. The product is [CH:21]1([C:19]([N:16]2[CH2:17][CH2:18][C@@H:14]([CH2:13][C:12]3[N:8]([C:5]4[CH:6]=[CH:7][C:2]([C:30]5[CH:31]=[CH:32][C:27]([F:26])=[CH:28][CH:29]=5)=[CH:3][C:4]=4[F:25])[C:9](=[O:24])[NH:10][N:11]=3)[CH2:15]2)=[O:20])[CH2:23][CH2:22]1. The yield is 0.610. (3) The reactants are [Cl:1][C:2]1[CH:3]=[C:4]([CH:8]=[CH:9][C:10]=1[N:11]([CH2:28][CH2:29][OH:30])[C:12]([C:14]1[S:27][C:17]2[C:18]3[CH:26]=[CH:25][CH:24]=[CH:23][C:19]=3[O:20][CH2:21][CH2:22][C:16]=2[CH:15]=1)=[O:13])[C:5](O)=[O:6].[NH2:31][C:32]1[CH:36]=[C:35]([CH3:37])[NH:34][N:33]=1. No catalyst specified. The product is [NH2:31][C:32]1[CH:36]=[C:35]([CH3:37])[N:34]([C:5]([C:4]2[CH:8]=[CH:9][C:10]([N:11]([CH2:28][CH2:29][OH:30])[C:12]([C:14]3[S:27][C:17]4[C:18]5[CH:26]=[CH:25][CH:24]=[CH:23][C:19]=5[O:20][CH2:21][CH2:22][C:16]=4[CH:15]=3)=[O:13])=[C:2]([Cl:1])[CH:3]=2)=[O:6])[N:33]=1. The yield is 0.250. (4) The reactants are [C:1]([O:5][C:6]([NH:8][C:9]1[CH:14]=[CH:13][CH:12]=[CH:11][C:10]=1[NH:15][C:16](=[O:24])[C:17]1[CH:22]=[CH:21][C:20](Br)=[CH:19][CH:18]=1)=[O:7])([CH3:4])([CH3:3])[CH3:2].[N:25]1[C:34]2[C:29](=[CH:30][CH:31]=[CH:32][C:33]=2B(O)O)[CH:28]=[CH:27][CH:26]=1.C(=O)([O-])O.[Na+]. The catalyst is C1C=CC([P]([Pd]([P](C2C=CC=CC=2)(C2C=CC=CC=2)C2C=CC=CC=2)([P](C2C=CC=CC=2)(C2C=CC=CC=2)C2C=CC=CC=2)[P](C2C=CC=CC=2)(C2C=CC=CC=2)C2C=CC=CC=2)(C2C=CC=CC=2)C2C=CC=CC=2)=CC=1.COCCOC. The product is [C:1]([O:5][C:6]([NH:8][C:9]1[CH:14]=[CH:13][CH:12]=[CH:11][C:10]=1[NH:15][C:16](=[O:24])[C:17]1[CH:22]=[CH:21][C:20]([C:33]2[CH:32]=[CH:31][CH:30]=[C:29]3[C:34]=2[N:25]=[CH:26][CH:27]=[CH:28]3)=[CH:19][CH:18]=1)=[O:7])([CH3:4])([CH3:3])[CH3:2]. The yield is 0.840.